Dataset: Catalyst prediction with 721,799 reactions and 888 catalyst types from USPTO. Task: Predict which catalyst facilitates the given reaction. Reactant: O/[N:2]=[C:3](/[C:16]1[CH:21]=[CH:20][CH:19]=[CH:18][CH:17]=1)\[CH2:4][CH2:5][CH2:6][CH2:7][NH:8][C:9](=[O:15])[O:10][C:11]([CH3:14])([CH3:13])[CH3:12]. Product: [NH2:2][CH:3]([C:16]1[CH:17]=[CH:18][CH:19]=[CH:20][CH:21]=1)[CH2:4][CH2:5][CH2:6][CH2:7][NH:8][C:9](=[O:15])[O:10][C:11]([CH3:14])([CH3:13])[CH3:12]. The catalyst class is: 19.